This data is from Forward reaction prediction with 1.9M reactions from USPTO patents (1976-2016). The task is: Predict the product of the given reaction. (1) Given the reactants [F:1][C:2]1[CH:3]=[C:4]([CH:22]=[CH:23][CH:24]=1)[CH2:5][O:6][C:7]1[CH:12]=[CH:11][C:10]([N:13]2[C:17](=[O:18])[CH2:16][C@H:15]([C:19](O)=[O:20])[CH2:14]2)=[CH:9][CH:8]=1.C[N:26]1CCOCC1.ClC(OCC)=O, predict the reaction product. The product is: [F:1][C:2]1[CH:3]=[C:4]([CH:22]=[CH:23][CH:24]=1)[CH2:5][O:6][C:7]1[CH:12]=[CH:11][C:10]([N:13]2[C:17](=[O:18])[CH2:16][C@H:15]([C:19]([NH2:26])=[O:20])[CH2:14]2)=[CH:9][CH:8]=1. (2) Given the reactants [Cl:1][C:2]1[CH:3]=[C:4]2[C:10]([C:11]3[N:16]=[C:15]([NH:17][C@H:18]4[CH2:23][CH2:22][CH2:21][N:20](C(OC(C)(C)C)=O)[CH2:19]4)[C:14]([F:31])=[CH:13][N:12]=3)=[CH:9][NH:8][C:5]2=[N:6][CH:7]=1.Cl.CC(O)C, predict the reaction product. The product is: [Cl:1][C:2]1[CH:3]=[C:4]2[C:10]([C:11]3[N:16]=[C:15]([NH:17][C@H:18]4[CH2:23][CH2:22][CH2:21][NH:20][CH2:19]4)[C:14]([F:31])=[CH:13][N:12]=3)=[CH:9][NH:8][C:5]2=[N:6][CH:7]=1. (3) Given the reactants Cl[C:2]1[N:7]=[C:6]([NH:8][CH2:9][C:10]2[O:14][N:13]=[C:12]([C:15]3[CH:20]=[CH:19][CH:18]=[CH:17][CH:16]=3)[CH:11]=2)[N:5]=[C:4]([NH:21][C:22]2[CH:26]=[C:25]([CH:27]([CH3:29])[CH3:28])[NH:24][N:23]=2)[CH:3]=1.[CH3:30][N:31]1[CH2:36][CH2:35][N:34]([CH2:37][CH2:38][NH2:39])[CH2:33][CH2:32]1, predict the reaction product. The product is: [CH:27]([C:25]1[NH:24][N:23]=[C:22]([NH:21][C:4]2[CH:3]=[C:2]([NH:39][CH2:38][CH2:37][N:34]3[CH2:35][CH2:36][N:31]([CH3:30])[CH2:32][CH2:33]3)[N:7]=[C:6]([NH:8][CH2:9][C:10]3[O:14][N:13]=[C:12]([C:15]4[CH:20]=[CH:19][CH:18]=[CH:17][CH:16]=4)[CH:11]=3)[N:5]=2)[CH:26]=1)([CH3:29])[CH3:28]. (4) Given the reactants [N:1]12[CH2:9][CH2:8][CH:5]([CH2:6][CH2:7]1)[NH:4][CH2:3][CH2:2]2.[NH:10]1[CH:14]=[CH:13][CH:12]=[C:11]1[C:15]1[O:19][C:18](S)=[N:17][N:16]=1.C(O)CCCC, predict the reaction product. The product is: [N:1]12[CH2:9][CH2:8][CH:5]([CH2:6][CH2:7]1)[N:4]([C:18]1[O:19][C:15]([C:11]3[NH:10][CH:14]=[CH:13][CH:12]=3)=[N:16][N:17]=1)[CH2:3][CH2:2]2. (5) Given the reactants [CH2:1]([C:5]1[N:6]=[C:7]([CH:27]2[CH2:29][CH2:28]2)[NH:8][C:9](=[O:26])[C:10]=1[CH2:11][C:12]1[CH:17]=[CH:16][C:15]([C:18]2[C:19]([C:24]#[N:25])=[CH:20][CH:21]=[CH:22][CH:23]=2)=[CH:14][CH:13]=1)[CH2:2][CH2:3][CH3:4].[C:30]1(B(O)O)[CH:35]=[CH:34][CH:33]=[CH:32][CH:31]=1.N1C=CC=CC=1.C(N(CC)CC)C, predict the reaction product. The product is: [CH2:1]([C:5]1[N:6]=[C:7]([CH:27]2[CH2:28][CH2:29]2)[N:8]([C:30]2[CH:35]=[CH:34][CH:33]=[CH:32][CH:31]=2)[C:9](=[O:26])[C:10]=1[CH2:11][C:12]1[CH:17]=[CH:16][C:15]([C:18]2[C:19]([C:24]#[N:25])=[CH:20][CH:21]=[CH:22][CH:23]=2)=[CH:14][CH:13]=1)[CH2:2][CH2:3][CH3:4]. (6) Given the reactants [Br:1][C:2]1[CH:7]=[CH:6][C:5]([CH3:8])=[C:4]([N+:9]([O-])=O)[CH:3]=1.[Cl-].[NH4+].CCO.C(O)(=O)C, predict the reaction product. The product is: [Br:1][C:2]1[CH:7]=[CH:6][C:5]([CH3:8])=[C:4]([NH2:9])[CH:3]=1.